Dataset: Catalyst prediction with 721,799 reactions and 888 catalyst types from USPTO. Task: Predict which catalyst facilitates the given reaction. (1) Reactant: [F:1][C:2]1[CH:3]=[C:4]([N+:9]([O-:11])=[O:10])[CH:5]=[CH:6][C:7]=1F.[CH3:12][C:13]1[N:17]=[CH:16][NH:15][N:14]=1.O.O.O.P([O-])([O-])(O)=O.[K+].[K+]. Product: [F:1][C:2]1[CH:3]=[C:4]([N+:9]([O-:11])=[O:10])[CH:5]=[CH:6][C:7]=1[N:14]1[C:13]([CH3:12])=[N:17][CH:16]=[N:15]1. The catalyst class is: 16. (2) Reactant: [CH3:1][CH:2]([CH3:32])[CH2:3][CH:4]([C:16]1[S:17][C:18]([C:22]2[CH:27]=[CH:26][C:25]([C:28]([F:31])([F:30])[F:29])=[CH:24][CH:23]=2)=[CH:19][C:20]=1[CH3:21])[O:5][C:6]1[CH:15]=[CH:14][C:9]([C:10]([O:12]C)=[O:11])=[CH:8][CH:7]=1.[OH-].[Na+].O.Cl. Product: [CH3:1][CH:2]([CH3:32])[CH2:3][CH:4]([C:16]1[S:17][C:18]([C:22]2[CH:23]=[CH:24][C:25]([C:28]([F:31])([F:29])[F:30])=[CH:26][CH:27]=2)=[CH:19][C:20]=1[CH3:21])[O:5][C:6]1[CH:7]=[CH:8][C:9]([C:10]([OH:12])=[O:11])=[CH:14][CH:15]=1. The catalyst class is: 111. (3) Reactant: C(OC([N:8]1[CH2:13][CH2:12][CH:11]([N:14]([CH2:21][CH2:22][N:23]2[CH2:28][CH2:27][CH:26]([CH2:29][C:30](=[O:42])[NH:31][C:32]3[CH:37]=[CH:36][C:35]([S:38]([CH3:41])(=[O:40])=[O:39])=[CH:34][CH:33]=3)[CH2:25][CH2:24]2)[C:15]2[CH:20]=[CH:19][CH:18]=[CH:17][CH:16]=2)[CH2:10][CH2:9]1)=O)(C)(C)C.C(O)(C(F)(F)F)=O. Product: [CH3:41][S:38]([C:35]1[CH:34]=[CH:33][C:32]([NH:31][C:30](=[O:42])[CH2:29][CH:26]2[CH2:25][CH2:24][N:23]([CH2:22][CH2:21][N:14]([C:15]3[CH:20]=[CH:19][CH:18]=[CH:17][CH:16]=3)[CH:11]3[CH2:10][CH2:9][NH:8][CH2:13][CH2:12]3)[CH2:28][CH2:27]2)=[CH:37][CH:36]=1)(=[O:39])=[O:40]. The catalyst class is: 2. (4) Reactant: [CH2:1]([N:8]1[C:16]2[CH:15]=[C:14](Cl)[N:13]=[CH:12][C:11]=2[N:10]=[C:9]1[CH3:18])[C:2]1[CH:7]=[CH:6][CH:5]=[CH:4][CH:3]=1.[CH3:19][O:20][CH:21]1[CH2:26][CH2:25][N:24]([C:27]2[N:32]=[C:31]([NH2:33])[CH:30]=[CH:29][N:28]=2)[CH2:23][CH2:22]1.C1(P(C2CCCCC2)C2C(OC)=CC=C(OC)C=2C2C(C(C)C)=CC(C(C)C)=CC=2C(C)C)CCCCC1.C(=O)([O-])[O-].[Cs+].[Cs+]. Product: [CH2:1]([N:8]1[C:16]2[CH:15]=[C:14]([NH:33][C:31]3[CH:30]=[CH:29][N:28]=[C:27]([N:24]4[CH2:23][CH2:22][CH:21]([O:20][CH3:19])[CH2:26][CH2:25]4)[N:32]=3)[N:13]=[CH:12][C:11]=2[N:10]=[C:9]1[CH3:18])[C:2]1[CH:7]=[CH:6][CH:5]=[CH:4][CH:3]=1. The catalyst class is: 12.